From a dataset of Reaction yield outcomes from USPTO patents with 853,638 reactions. Predict the reaction yield, written as a fraction of the theoretical maximum amount of product (1.0 means a 100% yield; for example, 0.34 means a 34% yield). (1) The reactants are [H-].[Na+].[CH:3]1([C:9]2[C:17]3[C:12](=[CH:13][C:14]([C:18]([O:20][CH3:21])=[O:19])=[CH:15][CH:16]=3)[NH:11][C:10]=2[C:22]2[CH:27]=[CH:26][CH:25]=[CH:24][C:23]=2[CH:28]=[CH2:29])[CH2:8][CH2:7][CH2:6][CH2:5][CH2:4]1.[H][H].Br[CH2:33][C:34](=[CH2:38])[C:35]([OH:37])=[O:36]. The catalyst is C1COCC1.CN(C=O)C. The product is [CH:3]1([C:9]2[C:17]3[C:12](=[CH:13][C:14]([C:18]([O:20][CH3:21])=[O:19])=[CH:15][CH:16]=3)[N:11]([CH2:38][C:34](=[CH2:33])[C:35]([OH:37])=[O:36])[C:10]=2[C:22]2[CH:27]=[CH:26][CH:25]=[CH:24][C:23]=2[CH:28]=[CH2:29])[CH2:8][CH2:7][CH2:6][CH2:5][CH2:4]1. The yield is 0.400. (2) The reactants are [Li+].C[Si]([N-][Si](C)(C)C)(C)C.[CH3:11][CH2:12][C:13](=[O:17])/[CH:14]=[CH:15]/[CH3:16].Cl[Si:19]([CH2:24][CH3:25])([CH2:22][CH3:23])[CH2:20][CH3:21].C([O-])(O)=O.[Na+]. The catalyst is C1COCC1. The product is [CH2:20]([Si:19]([CH2:24][CH3:25])([CH2:22][CH3:23])[O:17]/[C:13](/[CH:14]=[CH:15]/[CH3:16])=[CH:12]\[CH3:11])[CH3:21]. The yield is 0.800. (3) The reactants are [NH2:1][C:2]1[N:7]=[C:6]([NH:8][C:9]2[C:10](=[O:17])[N:11]([CH3:16])[CH:12]=[C:13](Br)[CH:14]=2)[CH:5]=[CH:4][CH:3]=1.[C:18]([C:22]1[CH:46]=[CH:45][C:25]([C:26]([NH:28][C:29]2[CH:34]=[CH:33][CH:32]=[C:31](B3OC(C)(C)C(C)(C)O3)[C:30]=2[CH3:44])=[O:27])=[CH:24][CH:23]=1)([CH3:21])([CH3:20])[CH3:19]. The catalyst is COCCOC.C([O-])([O-])=O.[Na+].[Na+].C1C=CC([P]([Pd]([P](C2C=CC=CC=2)(C2C=CC=CC=2)C2C=CC=CC=2)([P](C2C=CC=CC=2)(C2C=CC=CC=2)C2C=CC=CC=2)[P](C2C=CC=CC=2)(C2C=CC=CC=2)C2C=CC=CC=2)(C2C=CC=CC=2)C2C=CC=CC=2)=CC=1. The product is [NH2:1][C:2]1[N:7]=[C:6]([NH:8][C:9]2[C:10](=[O:17])[N:11]([CH3:16])[CH:12]=[C:13]([C:31]3[C:30]([CH3:44])=[C:29]([NH:28][C:26](=[O:27])[C:25]4[CH:24]=[CH:23][C:22]([C:18]([CH3:19])([CH3:20])[CH3:21])=[CH:46][CH:45]=4)[CH:34]=[CH:33][CH:32]=3)[CH:14]=2)[CH:5]=[CH:4][CH:3]=1. The yield is 0.400. (4) The reactants are [C:1]([CH2:4][C:5]1[C:9]([Cl:10])=[C:8]([Cl:11])[S:7][C:6]=1[CH2:12][C:13](O)=[O:14])(O)=[O:2].B.C1COCC1. The catalyst is C1COCC1. The product is [Cl:10][C:9]1[C:5]([CH2:4][CH2:1][OH:2])=[C:6]([CH2:12][CH2:13][OH:14])[S:7][C:8]=1[Cl:11]. The yield is 0.880.